Dataset: Cav3 T-type calcium channel HTS with 100,875 compounds. Task: Binary Classification. Given a drug SMILES string, predict its activity (active/inactive) in a high-throughput screening assay against a specified biological target. (1) The drug is O(CCCCNCCOC)c1cc(CC)ccc1. The result is 0 (inactive). (2) The compound is O1CCN(CC1)CC#CCOCCOC(c1ccccc1)c1ccccc1. The result is 0 (inactive). (3) The molecule is S(CC(=O)N1CCCC1)c1n(c2ccc(cc2)C)c(nn1)CSc1nc(cc(n1)C)C. The result is 0 (inactive). (4) The drug is S(CC(=O)N1CCCCC1)CC(=O)Nc1scc(n1)c1sccc1. The result is 1 (active). (5) The result is 0 (inactive). The drug is O(C1C(C(OC2OC(C(O)C(OC)(C2)C)C)C(C(OC(C(O)(C(O)C(C(=O)C(CC1(OC)C)C)C)C)CC)=O)C)C)C1OC(CC(N(C)C)C1O)C. (6) The molecule is S=C(N\N=C(\c1ccc(n2ccnc2)cc1)C)NC. The result is 0 (inactive). (7) The molecule is Brc1ccc(C(=O)CCC(=O)Nc2cc(ccc2)C(F)(F)F)cc1. The result is 0 (inactive).